Dataset: Catalyst prediction with 721,799 reactions and 888 catalyst types from USPTO. Task: Predict which catalyst facilitates the given reaction. (1) Reactant: [F:1][C:2]1[CH:3]=[CH:4][C:5]2[O:10][CH2:9][C@H:8]([CH2:11][OH:12])[O:7][C:6]=2[CH:13]=1.C([Sn](=O)CCCC)CCC.[C:24]1([CH3:34])[CH:29]=[CH:28][C:27]([S:30](Cl)(=[O:32])=[O:31])=[CH:26][CH:25]=1.O. Product: [CH3:34][C:24]1[CH:29]=[CH:28][C:27]([S:30]([O:12][CH2:11][C@@H:8]2[O:7][C:6]3[CH:13]=[C:2]([F:1])[CH:3]=[CH:4][C:5]=3[O:10][CH2:9]2)(=[O:32])=[O:31])=[CH:26][CH:25]=1. The catalyst class is: 91. (2) Reactant: [NH2:1][C:2]1[N:10]=[C:9]([NH2:11])[CH:8]=[CH:7][C:3]=1[C:4]([OH:6])=O.ON1C2C=CC=CC=2N=N1.CCN=C=NCCCN(C)C.[O:33]([C:40]1[CH:47]=[CH:46][C:43]([CH2:44][NH2:45])=[CH:42][CH:41]=1)[C:34]1[CH:39]=[CH:38][CH:37]=[CH:36][CH:35]=1.C(=O)(O)[O-].[Na+]. Product: [O:33]([C:40]1[CH:41]=[CH:42][C:43]([CH2:44][NH:45][C:4](=[O:6])[C:3]2[CH:7]=[CH:8][C:9]([NH2:11])=[N:10][C:2]=2[NH2:1])=[CH:46][CH:47]=1)[C:34]1[CH:39]=[CH:38][CH:37]=[CH:36][CH:35]=1. The catalyst class is: 338. (3) Reactant: [OH:1][N:2]1[C:6](=[O:7])[C:5]2=[CH:8][CH:9]=[CH:10][CH:11]=[C:4]2[C:3]1=[O:12].[CH3:13][Si:14]([CH2:17][CH2:18][O:19][CH2:20]Cl)([CH3:16])[CH3:15].C(N(CC)CC)C. The catalyst class is: 4. Product: [CH3:13][Si:14]([CH3:16])([CH3:15])[CH2:17][CH2:18][O:19][CH2:20][O:1][N:2]1[C:3](=[O:12])[C:4]2[C:5](=[CH:8][CH:9]=[CH:10][CH:11]=2)[C:6]1=[O:7]. (4) Reactant: [H-].[Na+].[CH3:3][N:4]([CH3:19])[CH:5]1[C:14]2[CH2:13][C:12](=[O:15])[CH:11]=[CH:10][C:9]3=[CH:16][NH:17][CH:18]=[C:7]([C:8]=23)[CH2:6]1.[C:20]1([S:26](Cl)(=[O:28])=[O:27])[CH:25]=[CH:24][CH:23]=[CH:22][CH:21]=1.[C:30](=[O:33])([O-:32])O.[Na+]. Product: [C:12]([OH:15])(=[O:27])[C:30]([OH:32])=[O:33].[C:20]1([S:26]([N:17]2[CH:18]=[C:7]3[CH2:6][CH:5]([N:4]([CH3:19])[CH3:3])[C:14]4[CH2:13][C:12](=[O:15])[CH:11]=[CH:10][C:9]([C:8]=43)=[CH:16]2)(=[O:28])=[O:27])[CH:25]=[CH:24][CH:23]=[CH:22][CH:21]=1. The catalyst class is: 9. (5) Reactant: [CH:1]1([N:4]([CH2:9][C:10]2[CH:11]=[C:12]([CH:46]=[CH:47][CH:48]=2)[C:13]([NH:15][C:16]2[S:17][C:18]3[CH2:45][CH2:44][CH2:43][CH2:42][C:19]=3[C:20]=2[C:21]([NH:23][C:24]2[CH:29]=[CH:28][C:27]([CH2:30][CH2:31][C:32]3[CH:41]=[CH:40][C:35]([C:36]([O:38][CH3:39])=[O:37])=[CH:34][CH:33]=3)=[CH:26][CH:25]=2)=[O:22])=[O:14])[CH2:5][CH2:6][NH:7][CH3:8])[CH2:3][CH2:2]1.[CH3:49][O:50][CH2:51][CH2:52][O:53][CH2:54][C:55]([OH:57])=O.CCN=C=NCCCN(C)C.Cl. Product: [CH:1]1([N:4]([CH2:9][C:10]2[CH:11]=[C:12]([CH:46]=[CH:47][CH:48]=2)[C:13]([NH:15][C:16]2[S:17][C:18]3[CH2:45][CH2:44][CH2:43][CH2:42][C:19]=3[C:20]=2[C:21]([NH:23][C:24]2[CH:29]=[CH:28][C:27]([CH2:30][CH2:31][C:32]3[CH:41]=[CH:40][C:35]([C:36]([O:38][CH3:39])=[O:37])=[CH:34][CH:33]=3)=[CH:26][CH:25]=2)=[O:22])=[O:14])[CH2:5][CH2:6][N:7]([CH3:8])[C:55](=[O:57])[CH2:54][O:53][CH2:52][CH2:51][O:50][CH3:49])[CH2:2][CH2:3]1. The catalyst class is: 136.